Dataset: Forward reaction prediction with 1.9M reactions from USPTO patents (1976-2016). Task: Predict the product of the given reaction. (1) Given the reactants NC1(C2C=CC(C3C(=O)C4C(=CC=C(F)C=4)OC=3C3C=CC=CC=3)=CC=2)CCC1.C(OC(=O)[NH:36][C:37]1([C:41]2[CH:46]=[CH:45][C:44]([C:47]3[C:48](=[O:69])[C:49]4[C:54]([O:55][C:56]=3[C:57]3[CH:62]=[CH:61][CH:60]=[CH:59][CH:58]=3)=[C:53]3[N:63]([CH3:68])[N:64]=[C:65]([CH2:66][CH3:67])[C:52]3=[CH:51][CH:50]=4)=[CH:43][CH:42]=2)[CH2:40][CH2:39][CH2:38]1)(C)(C)C.C(O)(C(F)(F)F)=O.[ClH:78], predict the reaction product. The product is: [ClH:78].[NH2:36][C:37]1([C:41]2[CH:42]=[CH:43][C:44]([C:47]3[C:48](=[O:69])[C:49]4[C:54]([O:55][C:56]=3[C:57]3[CH:62]=[CH:61][CH:60]=[CH:59][CH:58]=3)=[C:53]3[N:63]([CH3:68])[N:64]=[C:65]([CH2:66][CH3:67])[C:52]3=[CH:51][CH:50]=4)=[CH:45][CH:46]=2)[CH2:40][CH2:39][CH2:38]1. (2) The product is: [C:16]([O:20][C:21]([N:23]1[C:32]2[C:27](=[CH:28][CH:29]=[C:30]([CH2:33][CH2:34][O:35][C:36]3[CH:37]=[C:38]4[C:42](=[CH:43][CH:44]=3)[N:41]([C:6]([C:7]3[CH:12]=[CH:11][C:10]([CH3:13])=[CH:9][CH:8]=3)=[CH:5][C:4]([O:3][CH2:1][CH3:2])=[O:15])[CH:40]=[CH:39]4)[N:31]=2)[CH2:26][CH2:25][CH2:24]1)=[O:22])([CH3:19])([CH3:17])[CH3:18]. Given the reactants [CH2:1]([O:3][C:4](=[O:15])[CH:5]=[C:6](Cl)[C:7]1[CH:12]=[CH:11][C:10]([CH3:13])=[CH:9][CH:8]=1)[CH3:2].[C:16]([O:20][C:21]([N:23]1[C:32]2[C:27](=[CH:28][CH:29]=[C:30]([CH2:33][CH2:34][O:35][C:36]3[CH:37]=[C:38]4[C:42](=[CH:43][CH:44]=3)[NH:41][CH:40]=[CH:39]4)[N:31]=2)[CH2:26][CH2:25][CH2:24]1)=[O:22])([CH3:19])([CH3:18])[CH3:17], predict the reaction product. (3) Given the reactants [CH3:1][O:2][C@H:3]1[CH2:8][CH2:7][C@H:6]([CH2:9][N:10]2[C:15]3=[N:16][C:17]([Sn](C)(C)C)=[CH:18][N:19]=[C:14]3[NH:13][CH2:12][C:11]2=[O:24])[CH2:5][CH2:4]1.Br[C:26]1[C:27]([CH3:34])=[CH:28][C:29]([C:32]#[N:33])=[N:30][CH:31]=1.C(N(CC)CC)C.C1(C)C=CC=CC=1P(C1C=CC=CC=1C)C1C=CC=CC=1C, predict the reaction product. The product is: [CH3:1][O:2][C@H:3]1[CH2:8][CH2:7][C@H:6]([CH2:9][N:10]2[C:11](=[O:24])[CH2:12][NH:13][C:14]3[N:19]=[CH:18][C:17]([C:26]4[C:27]([CH3:34])=[CH:28][C:29]([C:32]#[N:33])=[N:30][CH:31]=4)=[N:16][C:15]2=3)[CH2:5][CH2:4]1. (4) The product is: [I:14][C:7]1[C:6]([C:9]2[S:10][CH:11]=[CH:12][CH:13]=2)=[N:5][N:4]([CH:1]([CH3:3])[CH3:2])[CH:8]=1. Given the reactants [CH:1]([N:4]1[CH:8]=[CH:7][C:6]([C:9]2[S:10][CH:11]=[CH:12][CH:13]=2)=[N:5]1)([CH3:3])[CH3:2].[I:14]N1C(=O)CCC1=O.S([O-])([O-])(=O)=S.[Na+].[Na+].C(=O)([O-])[O-].[Na+].[Na+], predict the reaction product. (5) Given the reactants Br[C:2]1[C:3]([F:19])=[CH:4][C:5]2[O:11][CH2:10][CH2:9][N:8]3[CH:12]=[C:13]([C:15]([NH2:17])=[O:16])[N:14]=[C:7]3[C:6]=2[CH:18]=1.[NH:20]1[CH:24]=[C:23]([C:25]([OH:29])([C:27]#[CH:28])[CH3:26])[CH:22]=[N:21]1, predict the reaction product. The product is: [F:19][C:3]1[C:2]([C:28]#[C:27][C:25]([OH:29])([C:23]2[CH:24]=[N:20][NH:21][CH:22]=2)[CH3:26])=[CH:18][C:6]2[C:7]3[N:8]([CH:12]=[C:13]([C:15]([NH2:17])=[O:16])[N:14]=3)[CH2:9][CH2:10][O:11][C:5]=2[CH:4]=1. (6) The product is: [C:1]([O:5][CH2:6][CH:7]([OH:8])[CH2:9][F:10])([CH3:4])([CH3:3])[CH3:2]. Given the reactants [C:1]([O:5][CH2:6][CH:7]1[CH2:9][O:8]1)([CH3:4])([CH3:3])[CH3:2].[F:10]CC1COC(=O)C=1.F.[F-].[K+], predict the reaction product. (7) Given the reactants [CH2:1]([NH:4][C:5](=[O:25])[C:6]1[CH:11]=[CH:10][CH:9]=[N:8][C:7]=1[NH:12][C:13]1[CH:18]=[C:17]([O:19][CH3:20])[C:16]([O:21][CH3:22])=[C:15]([O:23][CH3:24])[CH:14]=1)[C:2]#[CH:3].[N:26]([CH2:29][C:30]1[CH:35]=[CH:34][CH:33]=[C:32]([O:36][C:37]2[CH:42]=[CH:41][CH:40]=[CH:39][CH:38]=2)[CH:31]=1)=[N+:27]=[N-:28].O.O=C1O[C@H]([C@H](CO)O)C([O-])=C1O.[Na+], predict the reaction product. The product is: [O:36]([C:32]1[CH:31]=[C:30]([CH:35]=[CH:34][CH:33]=1)[CH2:29][N:26]1[CH:3]=[C:2]([CH2:1][NH:4][C:5](=[O:25])[C:6]2[CH:11]=[CH:10][CH:9]=[N:8][C:7]=2[NH:12][C:13]2[CH:18]=[C:17]([O:19][CH3:20])[C:16]([O:21][CH3:22])=[C:15]([O:23][CH3:24])[CH:14]=2)[N:28]=[N:27]1)[C:37]1[CH:38]=[CH:39][CH:40]=[CH:41][CH:42]=1. (8) Given the reactants [F:1][C:2]1[CH:11]=[CH:10][CH:9]=[C:8](I)[C:3]=1[C:4]([O:6][CH3:7])=[O:5].C([Sn](CCCC)(CCCC)[C:18]1[N:23]=[CH:22][CH:21]=[CH:20][N:19]=1)CCC.[F-].[Cs+], predict the reaction product. The product is: [CH3:7][O:6][C:4](=[O:5])[C:3]1[C:8]([C:18]2[N:23]=[CH:22][CH:21]=[CH:20][N:19]=2)=[CH:9][CH:10]=[CH:11][C:2]=1[F:1]. (9) The product is: [Cl:1][C:5]1[CH:4]=[CH:3][C:18]([CH2:17][CH2:6][CH2:7][NH:8][CH:9]2[CH2:10][CH2:11][N:12]([CH2:26][CH2:27][CH:28]=[C:29]3[C:35]4[CH:36]=[CH:37][CH:38]=[N:39][C:34]=4[CH2:33][O:32][C:31]4[CH:40]=[CH:41][C:42]([C:44]([OH:47])([CH3:46])[CH3:45])=[CH:43][C:30]3=4)[CH2:13][CH2:14]2)=[CH:49][CH:48]=1. Given the reactants [ClH:1].Cl[C:3]1[CH:18]=[CH:17][C:6]([CH2:7][N:8](CC)[CH:9]2[CH2:14][CH2:13][NH:12][CH2:11][CH2:10]2)=[CH:5][CH:4]=1.C([O-])([O-])=O.[K+].[K+].Br[CH2:26][CH2:27][CH:28]=[C:29]1[C:35]2[CH:36]=[CH:37][CH:38]=[N:39][C:34]=2[CH2:33][O:32][C:31]2[CH:40]=[CH:41][C:42]([C:44]([OH:47])([CH3:46])[CH3:45])=[CH:43][C:30]1=2.[C:48](#N)[CH3:49].O, predict the reaction product. (10) Given the reactants CO.[NH2:3][C:4]1[N:9]=[C:8]([NH:10][C:11]2[CH:16]=[CH:15][C:14]([C:17]#[N:18])=[CH:13][CH:12]=2)[N:7]=[C:6]([CH2:19][C:20]2[C:28]([Cl:29])=[CH:27][CH:26]=[C:25]3[C:21]=2[CH:22]=[CH:23][N:24]3S(C2C=CC(C)=CC=2)(=O)=O)[N:5]=1.C([O-])([O-])=O.[K+].[K+], predict the reaction product. The product is: [NH2:3][C:4]1[N:5]=[C:6]([CH2:19][C:20]2[C:28]([Cl:29])=[CH:27][CH:26]=[C:25]3[C:21]=2[CH:22]=[CH:23][NH:24]3)[N:7]=[C:8]([NH:10][C:11]2[CH:16]=[CH:15][C:14]([C:17]#[N:18])=[CH:13][CH:12]=2)[N:9]=1.